From a dataset of NCI-60 drug combinations with 297,098 pairs across 59 cell lines. Regression. Given two drug SMILES strings and cell line genomic features, predict the synergy score measuring deviation from expected non-interaction effect. (1) Drug 1: CN1CCC(CC1)COC2=C(C=C3C(=C2)N=CN=C3NC4=C(C=C(C=C4)Br)F)OC. Drug 2: CC1OCC2C(O1)C(C(C(O2)OC3C4COC(=O)C4C(C5=CC6=C(C=C35)OCO6)C7=CC(=C(C(=C7)OC)O)OC)O)O. Cell line: NCI-H522. Synergy scores: CSS=37.2, Synergy_ZIP=-3.33, Synergy_Bliss=-0.362, Synergy_Loewe=2.12, Synergy_HSA=3.53. (2) Drug 1: CC1C(C(CC(O1)OC2CC(OC(C2O)C)OC3=CC4=CC5=C(C(=O)C(C(C5)C(C(=O)C(C(C)O)O)OC)OC6CC(C(C(O6)C)O)OC7CC(C(C(O7)C)O)OC8CC(C(C(O8)C)O)(C)O)C(=C4C(=C3C)O)O)O)O. Drug 2: N.N.Cl[Pt+2]Cl. Cell line: BT-549. Synergy scores: CSS=29.0, Synergy_ZIP=-8.14, Synergy_Bliss=-4.24, Synergy_Loewe=-4.18, Synergy_HSA=-3.32. (3) Drug 1: CC1=C(C=C(C=C1)NC(=O)C2=CC=C(C=C2)CN3CCN(CC3)C)NC4=NC=CC(=N4)C5=CN=CC=C5. Drug 2: C1CNP(=O)(OC1)N(CCCl)CCCl. Cell line: SNB-75. Synergy scores: CSS=4.22, Synergy_ZIP=-1.42, Synergy_Bliss=0.449, Synergy_Loewe=0.489, Synergy_HSA=0.496. (4) Drug 1: C1CCC(C1)C(CC#N)N2C=C(C=N2)C3=C4C=CNC4=NC=N3. Drug 2: CCCCCOC(=O)NC1=NC(=O)N(C=C1F)C2C(C(C(O2)C)O)O. Cell line: HOP-62. Synergy scores: CSS=-2.64, Synergy_ZIP=1.17, Synergy_Bliss=-0.813, Synergy_Loewe=-5.51, Synergy_HSA=-4.42.